From a dataset of hERG potassium channel inhibition data for cardiac toxicity prediction from Karim et al.. Regression/Classification. Given a drug SMILES string, predict its toxicity properties. Task type varies by dataset: regression for continuous values (e.g., LD50, hERG inhibition percentage) or binary classification for toxic/non-toxic outcomes (e.g., AMES mutagenicity, cardiotoxicity, hepatotoxicity). Dataset: herg_karim. (1) The molecule is CN1CCN(CCCN(C(=O)Nc2ccc(F)c(C(F)(F)F)c2)[C@@H]2CC[C@]3(c4ccc(C#N)cc4)CC23)CC1. The result is 1 (blocker). (2) The result is 0 (non-blocker). The compound is C[C@@H]1COC(Nc2ccc3ncnc(Nc4ccc(OCc5nccs5)c(Cl)c4)c3c2)=N1. (3) The compound is COC(=O)N1CCN(c2ccc(Nc3ncc(Cl)c(-c4cnc5ccccn45)n3)c(OC)c2)CC1. The result is 0 (non-blocker). (4) The drug is COc1ccc(-c2cc(=O)c3cc(Cl)ccc3o2)cc1. The result is 0 (non-blocker). (5) The compound is Cc1cccc(C)c1OCC(=O)N[C@@H](Cc1ccccc1)[C@@H](O)C[C@H](Cc1ccccc1)NC(=O)C(C(C)C)N1CCCNC1=O. The result is 1 (blocker). (6) The compound is Cc1cc(Cl)ccc1OC1CCN(C[C@H](O)CNC(=O)c2c[nH]c(=O)c3c(F)cccc23)CC1. The result is 0 (non-blocker). (7) The drug is C[C@@H](c1ccc(-c2cccc(-c3noc(O)n3)c2)cc1)[C@H](N)C(=O)N1CC[C@H](F)C1.O=C(O)C(F)(F)F. The result is 0 (non-blocker).